Dataset: Full USPTO retrosynthesis dataset with 1.9M reactions from patents (1976-2016). Task: Predict the reactants needed to synthesize the given product. Given the product [Cl-:1].[OH:2][NH+:3]1[C:8]([CH3:9])([CH3:10])[CH2:7][CH:6]([OH:11])[CH2:5][C:4]1([CH3:13])[CH3:12], predict the reactants needed to synthesize it. The reactants are: [ClH:1].[OH:2][N:3]1[C:8]([CH3:10])([CH3:9])[CH2:7][CH:6]([OH:11])[CH2:5][C:4]1([CH3:13])[CH3:12].